Predict the product of the given reaction. From a dataset of Forward reaction prediction with 1.9M reactions from USPTO patents (1976-2016). Given the reactants [CH2:1]([O:3][C:4]1[CH:9]=[CH:8][C:7]([C:10]2[CH:15]=[CH:14][CH:13]=[C:12]([F:16])[C:11]=2[S:17]CCC(OCC)=O)=[C:6](F)[C:5]=1[F:26])[CH3:2].CC(C)([O-])C.[K+].O, predict the reaction product. The product is: [CH2:1]([O:3][C:4]1[CH:9]=[CH:8][C:7]2[C:10]3[CH:15]=[CH:14][CH:13]=[C:12]([F:16])[C:11]=3[S:17][C:6]=2[C:5]=1[F:26])[CH3:2].